Dataset: Reaction yield outcomes from USPTO patents with 853,638 reactions. Task: Predict the reaction yield, written as a fraction of the theoretical maximum amount of product (1.0 means a 100% yield; for example, 0.34 means a 34% yield). The product is [Cl:10][C:11]([Cl:16])([Cl:15])[C:12]([C:2]1[NH:1][C:9]2[CH2:8][CH2:7][CH2:6][CH2:5][C:4]=2[CH:3]=1)=[O:13]. The yield is 1.00. The reactants are [NH:1]1[C:9]2[CH2:8][CH2:7][CH2:6][CH2:5][C:4]=2[CH:3]=[CH:2]1.[Cl:10][C:11]([Cl:16])([Cl:15])[C:12](Cl)=[O:13]. The catalyst is ClCCCl.